From a dataset of Full USPTO retrosynthesis dataset with 1.9M reactions from patents (1976-2016). Predict the reactants needed to synthesize the given product. (1) Given the product [F:2][C:3]1[CH:4]=[C:5]([C@@H:13]([NH:15][C:45]([C:41]2[CH:40]=[C:39]3[C:44](=[CH:43][CH:42]=2)[N:36]([CH2:35][C:32]2[CH:31]=[CH:30][C:29]([C:24]4[C:23]([C:21]([OH:22])=[O:20])=[CH:28][CH:27]=[CH:26][CH:25]=4)=[CH:34][CH:33]=2)[C:37]([CH3:49])=[C:38]3[CH3:48])=[O:46])[CH3:14])[CH:6]=[CH:7][C:8]=1[C:9]([F:11])([F:12])[F:10], predict the reactants needed to synthesize it. The reactants are: Cl.[F:2][C:3]1[CH:4]=[C:5]([C@@H:13]([NH2:15])[CH3:14])[CH:6]=[CH:7][C:8]=1[C:9]([F:12])([F:11])[F:10].C([O:20][C:21]([C:23]1[CH:28]=[CH:27][CH:26]=[CH:25][C:24]=1[C:29]1[CH:34]=[CH:33][C:32]([CH2:35][N:36]2[C:44]3[C:39](=[CH:40][C:41]([C:45](O)=[O:46])=[CH:42][CH:43]=3)[C:38]([CH3:48])=[C:37]2[CH3:49])=[CH:31][CH:30]=1)=[O:22])(C)(C)C. (2) Given the product [Br:40][CH:15]([CH3:16])[C:14]([C:4]1[C:5]([O:12][CH3:13])=[CH:6][C:7]([CH2:9][O:10][CH3:11])=[CH:8][C:3]=1[O:2][CH3:1])=[O:17], predict the reactants needed to synthesize it. The reactants are: [CH3:1][O:2][C:3]1[CH:8]=[C:7]([CH2:9][O:10][CH3:11])[CH:6]=[C:5]([O:12][CH3:13])[C:4]=1[C:14](=[O:17])[CH2:15][CH3:16].C(N(CC)CC)C.FC(F)(F)S(O[Si](C(C)(C)C)(C)C)(=O)=O.[Br:40]N1C(=O)CCC1=O.C(=O)([O-])O.[Na+]. (3) Given the product [NH2:3][CH2:12][C:13]1[CH:14]=[CH:15][C:16]([N+:23]([O-:25])=[O:24])=[C:17]([CH:22]=1)[C:18]([O:20][CH3:21])=[O:19], predict the reactants needed to synthesize it. The reactants are: O=C1C2C(=CC=CC=2)C(=O)[N:3]1[CH2:12][C:13]1[CH:14]=[CH:15][C:16]([N+:23]([O-:25])=[O:24])=[C:17]([CH:22]=1)[C:18]([O:20][CH3:21])=[O:19].NN. (4) Given the product [OH:49][C:45]1([C:41]2[CH:40]=[C:39]([C:2]3[CH:3]=[C:4]4[C:9](=[N:10][CH:11]=3)[N:8]([C:12]([NH2:14])=[O:13])[CH2:7][CH2:6][CH2:5]4)[CH:44]=[N:43][CH:42]=2)[CH2:48][O:47][CH2:46]1, predict the reactants needed to synthesize it. The reactants are: Br[C:2]1[CH:3]=[C:4]2[C:9](=[N:10][CH:11]=1)[N:8]([C:12]([NH2:14])=[O:13])[CH2:7][CH2:6][CH2:5]2.B1(B2OC(C)(C)C(C)(C)O2)OC(C)(C)C(C)(C)O1.C([O-])(=O)C.[K+].Br[C:39]1[CH:40]=[C:41]([C:45]2([OH:49])[CH2:48][O:47][CH2:46]2)[CH:42]=[N:43][CH:44]=1.C(=O)([O-])[O-].[Na+].[Na+].